Dataset: Forward reaction prediction with 1.9M reactions from USPTO patents (1976-2016). Task: Predict the product of the given reaction. (1) Given the reactants [F:1][C:2]([F:35])([F:34])[C:3]1[CH:4]=[C:5]([CH:27]=[C:28]([C:30]([F:33])([F:32])[F:31])[CH:29]=1)[C:6]([N:8]1[CH2:26][CH2:25][C:11]2([N:15]([C:16]3[CH:21]=[CH:20][CH:19]=[CH:18][C:17]=3[CH3:22])[CH:14]([CH3:23])[NH:13][C:12]2=[O:24])[CH2:10][CH2:9]1)=[O:7].Cl[CH2:37][CH2:38][N:39]1[CH2:44][CH2:43][O:42][CH2:41][CH2:40]1, predict the reaction product. The product is: [F:35][C:2]([F:1])([F:34])[C:3]1[CH:4]=[C:5]([CH:27]=[C:28]([C:30]([F:33])([F:32])[F:31])[CH:29]=1)[C:6]([N:8]1[CH2:9][CH2:10][C:11]2([N:15]([C:16]3[CH:21]=[CH:20][CH:19]=[CH:18][C:17]=3[CH3:22])[CH:14]([CH3:23])[N:13]([CH2:37][CH2:38][N:39]3[CH2:44][CH2:43][O:42][CH2:41][CH2:40]3)[C:12]2=[O:24])[CH2:25][CH2:26]1)=[O:7]. (2) Given the reactants C(OC(=O)[CH2:7][CH2:8][C:9]1[C:14](C)=[CH:13][C:12]([C:16](=[NH:19])[NH:17][OH:18])=[CH:11][C:10]=1C)(C)(C)C.[OH:22]CCC1C=CC(C#N)=CC=1, predict the reaction product. The product is: [OH:18][NH:17][C:16](=[NH:19])[C:12]1[CH:13]=[CH:14][C:9]([CH2:8][CH2:7][OH:22])=[CH:10][CH:11]=1. (3) Given the reactants [CH:1]1[C:6]([NH2:7])=[CH:5][CH:4]=[C:3]([NH2:8])[CH:2]=1.C(N(CC)CC)C.[C:16](=O)([O:22]C(C)(C)C)[O:17][C:18]([CH3:21])([CH3:20])[CH3:19], predict the reaction product. The product is: [NH2:7][C:6]1[CH:5]=[CH:4][C:3]([NH:8][C:16](=[O:22])[O:17][C:18]([CH3:21])([CH3:20])[CH3:19])=[CH:2][CH:1]=1. (4) Given the reactants OC(C(F)(F)F)=O.[NH2:8][C@H:9]([CH2:34][C:35]1[CH:40]=[CH:39][C:38]([Cl:41])=[CH:37][CH:36]=1)[C:10]([NH:12][N:13]1[CH2:17][CH2:16][C@H:15]([N:18]([CH:28]2[CH2:33][CH2:32][CH2:31][CH2:30][CH2:29]2)[C:19](=[O:27])[C@H:20]([CH3:26])[CH2:21][O:22][C:23](=[O:25])[CH3:24])[CH2:14]1)=[O:11].[NH:42]([C:47]([O:49][C:50]([CH3:53])([CH3:52])[CH3:51])=[O:48])[CH2:43][C:44](O)=[O:45], predict the reaction product. The product is: [C:47]([NH:42][CH2:43][C:44]([NH:8][C@H:9]([CH2:34][C:35]1[CH:40]=[CH:39][C:38]([Cl:41])=[CH:37][CH:36]=1)[C:10]([NH:12][N:13]1[CH2:17][CH2:16][C@H:15]([N:18]([CH:28]2[CH2:29][CH2:30][CH2:31][CH2:32][CH2:33]2)[C:19](=[O:27])[C@H:20]([CH3:26])[CH2:21][O:22][C:23](=[O:25])[CH3:24])[CH2:14]1)=[O:11])=[O:45])([O:49][C:50]([CH3:51])([CH3:52])[CH3:53])=[O:48]. (5) Given the reactants [OH:1]O.[Br:3][C:4]1[C:12]([O:13][CH3:14])=[C:11]2[C:7]([C:8](=[O:16])C(=O)[NH:10]2)=[CH:6][CH:5]=1.[OH-].[Na+], predict the reaction product. The product is: [NH2:10][C:11]1[C:12]([O:13][CH3:14])=[C:4]([Br:3])[CH:5]=[CH:6][C:7]=1[C:8]([OH:16])=[O:1]. (6) Given the reactants C([O-])([O-])=O.[K+].[K+].[I:7][C:8]1[CH:13]=[CH:12][CH:11]=[CH:10][C:9]=1[C:14](=[O:20])[CH2:15][CH2:16][CH2:17][CH2:18]Cl.[CH3:21][CH:22]([CH3:38])[C:23]([NH:25][C:26]1[CH:31]=[CH:30][CH:29]=[C:28]([CH:32]2[CH2:37][CH2:36][NH:35][CH2:34][CH2:33]2)[CH:27]=1)=[O:24], predict the reaction product. The product is: [I:7][C:8]1[CH:13]=[CH:12][CH:11]=[CH:10][C:9]=1[C:14](=[O:20])[CH2:15][CH2:16][CH2:17][CH2:18][N:35]1[CH2:36][CH2:37][CH:32]([C:28]2[CH:27]=[C:26]([NH:25][C:23](=[O:24])[CH:22]([CH3:21])[CH3:38])[CH:31]=[CH:30][CH:29]=2)[CH2:33][CH2:34]1. (7) Given the reactants [CH2:1]([C:3]1[C:8](=[O:9])[NH:7][C:6]([CH3:10])=[C:5]([C:11]2[CH:12]=[N:13][CH:14]=[C:15]([C:17]([OH:19])=O)[CH:16]=2)[CH:4]=1)[CH3:2].[OH:20][CH:21]([C:24]1[CH:29]=[CH:28][CH:27]=[CH:26][CH:25]=1)[CH2:22][NH2:23], predict the reaction product. The product is: [OH:20][CH:21]([C:24]1[CH:29]=[CH:28][CH:27]=[CH:26][CH:25]=1)[CH2:22][NH:23][C:17]([C:15]1[CH:16]=[C:11]([C:5]2[CH:4]=[C:3]([CH2:1][CH3:2])[C:8](=[O:9])[NH:7][C:6]=2[CH3:10])[CH:12]=[N:13][CH:14]=1)=[O:19].